This data is from Full USPTO retrosynthesis dataset with 1.9M reactions from patents (1976-2016). The task is: Predict the reactants needed to synthesize the given product. (1) The reactants are: [C:1]1([C:5]([OH:7])=[O:6])[CH2:4][CH2:3][CH:2]=1.C(Cl)(=O)C(Cl)=O.[C:14]1(O)[CH:19]=[CH:18][CH:17]=[CH:16][CH:15]=1.C(N(CC)CC)C.C1(C(Cl)=O)CCC=1. Given the product [C:1]1([C:5]([O:7][C:14]2[CH:19]=[CH:18][CH:17]=[CH:16][CH:15]=2)=[O:6])[CH2:4][CH2:3][CH:2]=1, predict the reactants needed to synthesize it. (2) Given the product [CH3:11][C:12]1([CH3:19])[O:16][CH:15]([CH:17]=[O:18])[CH2:14][O:13]1, predict the reactants needed to synthesize it. The reactants are: CS(C)=O.C(Cl)(=O)C(Cl)=O.[CH3:11][C:12]1([CH3:19])[O:16][CH:15]([CH2:17][OH:18])[CH2:14][O:13]1.O.